Dataset: Ames mutagenicity test results for genotoxicity prediction. Task: Regression/Classification. Given a drug SMILES string, predict its toxicity properties. Task type varies by dataset: regression for continuous values (e.g., LD50, hERG inhibition percentage) or binary classification for toxic/non-toxic outcomes (e.g., AMES mutagenicity, cardiotoxicity, hepatotoxicity). Dataset: ames. (1) The drug is C[C@H](COc1ccccc1)N(CCCl)Cc1ccccc1. The result is 1 (mutagenic). (2) The molecule is O=[N+]([O-])c1ccc2ccc3ccc([N+](=O)[O-])c4c5c(c1c2c34)CCCC5. The result is 1 (mutagenic). (3) The result is 0 (non-mutagenic). The drug is c1ccc2c(c1)Nc1ccccc1S2. (4) The result is 1 (mutagenic). The drug is O=NN(CCCl)C(=O)NCCCl.